Dataset: Forward reaction prediction with 1.9M reactions from USPTO patents (1976-2016). Task: Predict the product of the given reaction. (1) Given the reactants Br[C:2]1[CH:3]=[C:4]([CH2:9][N:10]2[CH2:15][CH2:14][CH2:13][CH2:12][CH2:11]2)[C:5]([NH2:8])=[N:6][CH:7]=1.[C:16]([O:20][C:21]([CH3:24])([CH3:23])[CH3:22])(=[O:19])[CH:17]=[CH2:18].C(N(C(C)C)C(C)C)C.CC1C=CC=CC=1P(C1C=CC=CC=1C)C1C=CC=CC=1C, predict the reaction product. The product is: [C:21]([O:20][C:16](=[O:19])/[CH:17]=[CH:18]/[C:2]1[CH:7]=[N:6][C:5]([NH2:8])=[C:4]([CH2:9][N:10]2[CH2:15][CH2:14][CH2:13][CH2:12][CH2:11]2)[CH:3]=1)([CH3:24])([CH3:23])[CH3:22]. (2) Given the reactants [Cl:1][C:2]1[CH:11]=[C:10]([C:12](=O)[CH3:13])[C:9]([N:15]2[CH2:19][CH2:18][CH:17]([C:20]3[CH:25]=[CH:24][CH:23]=[CH:22][CH:21]=3)[CH2:16]2)=[C:8]2[C:3]=1[CH:4]=[CH:5][CH:6]=[N:7]2.C([O-])(=O)C.[NH4+].C([BH3-])#[N:32].[Na+].O1CCCC1, predict the reaction product. The product is: [Cl:1][C:2]1[CH:11]=[C:10]([CH:12]([NH2:32])[CH3:13])[C:9]([N:15]2[CH2:19][CH2:18][CH:17]([C:20]3[CH:25]=[CH:24][CH:23]=[CH:22][CH:21]=3)[CH2:16]2)=[C:8]2[C:3]=1[CH:4]=[CH:5][CH:6]=[N:7]2.